Dataset: NCI-60 drug combinations with 297,098 pairs across 59 cell lines. Task: Regression. Given two drug SMILES strings and cell line genomic features, predict the synergy score measuring deviation from expected non-interaction effect. (1) Drug 1: C1CCN(CC1)CCOC2=CC=C(C=C2)C(=O)C3=C(SC4=C3C=CC(=C4)O)C5=CC=C(C=C5)O. Drug 2: CN(CCCl)CCCl.Cl. Cell line: K-562. Synergy scores: CSS=20.8, Synergy_ZIP=1.09, Synergy_Bliss=1.59, Synergy_Loewe=-3.23, Synergy_HSA=-1.81. (2) Drug 1: C1=NC2=C(N=C(N=C2N1C3C(C(C(O3)CO)O)F)Cl)N. Drug 2: C1CN(CCN1C(=O)CCBr)C(=O)CCBr. Cell line: NCI-H522. Synergy scores: CSS=25.5, Synergy_ZIP=-2.42, Synergy_Bliss=1.65, Synergy_Loewe=-0.173, Synergy_HSA=-0.0678.